Dataset: Full USPTO retrosynthesis dataset with 1.9M reactions from patents (1976-2016). Task: Predict the reactants needed to synthesize the given product. (1) Given the product [Br:1][C:2]1[CH:3]=[C:4]([C@H:8]([NH:14][S:22]([CH2:20][CH3:21])(=[O:24])=[O:23])[CH3:9])[CH:5]=[N:6][CH:7]=1, predict the reactants needed to synthesize it. The reactants are: [Br:1][C:2]1[CH:3]=[C:4]([CH2:8][CH2:9]N)[CH:5]=[N:6][CH:7]=1.C([N:14](CC)C(C)C)(C)C.[CH2:20]([S:22](Cl)(=[O:24])=[O:23])[CH3:21]. (2) Given the product [C:25]([CH2:2][C:3]1[CH:8]=[CH:7][N:6]=[C:5]([N:9]2[CH2:14][CH2:13][N:12]([C:15]([O:17][CH2:18][C:19]3[CH:24]=[CH:23][CH:22]=[CH:21][CH:20]=3)=[O:16])[CH2:11][CH2:10]2)[CH:4]=1)#[N:26], predict the reactants needed to synthesize it. The reactants are: Cl[CH2:2][C:3]1[CH:8]=[CH:7][N:6]=[C:5]([N:9]2[CH2:14][CH2:13][N:12]([C:15]([O:17][CH2:18][C:19]3[CH:24]=[CH:23][CH:22]=[CH:21][CH:20]=3)=[O:16])[CH2:11][CH2:10]2)[CH:4]=1.[C-:25]#[N:26].[K+]. (3) Given the product [F:22][C:20]1[CH:19]=[CH:18][C:17]([NH:23][C:24]2[C:25]3[C:32]([CH3:33])=[C:31]([C:34]([OH:36])=[O:35])[S:30][C:26]=3[N:27]=[CH:28][N:29]=2)=[C:16]([O:15][C@H:11]2[CH2:12][CH2:13][CH2:14][NH:9][CH2:10]2)[CH:21]=1, predict the reactants needed to synthesize it. The reactants are: Cl.C(OC([N:9]1[CH2:14][CH2:13][CH2:12][C@H:11]([O:15][C:16]2[CH:21]=[C:20]([F:22])[CH:19]=[CH:18][C:17]=2[NH:23][C:24]2[C:25]3[C:32]([CH3:33])=[C:31]([C:34]([OH:36])=[O:35])[S:30][C:26]=3[N:27]=[CH:28][N:29]=2)[CH2:10]1)=O)(C)(C)C. (4) Given the product [Cl:1][C:2]1[CH:7]=[CH:6][C:5]([C:8]2([CH3:34])[C:12]([C:14]3[CH:15]=[CH:16][C:17]([Cl:20])=[CH:18][CH:19]=3)([CH3:13])[NH:11][C:37]([C:38]3[C:39]([O:53][CH2:54][CH3:55])=[CH:40][C:41]([Cl:52])=[C:42]([S:44]([NH:45][C:46]([CH3:49])([CH3:48])[CH3:47])(=[O:51])=[O:50])[CH:43]=3)=[N:9]2)=[CH:4][CH:3]=1, predict the reactants needed to synthesize it. The reactants are: [Cl:1][C:2]1[CH:7]=[CH:6][C:5]([C:8]2([CH3:34])[C:12]([C:14]3[CH:19]=[CH:18][C:17]([Cl:20])=[CH:16][CH:15]=3)([CH3:13])[NH:11]C(C3C=CC(C(C)(C)C)=CC=3OCC)=[N:9]2)=[CH:4][CH:3]=1.CO[C:37](=O)[C:38]1[CH:43]=[C:42]([S:44](=[O:51])(=[O:50])[NH:45][C:46]([CH3:49])([CH3:48])[CH3:47])[C:41]([Cl:52])=[CH:40][C:39]=1[O:53][CH2:54][CH3:55].C[Al](C)C. (5) Given the product [N:5]1[CH:6]=[CH:7][C:2]([C:1]2[N:9]=[C:12]([OH:11])[C:14]3[CH2:15][S:16][CH2:17][C:18]=3[N:8]=2)=[CH:3][CH:4]=1, predict the reactants needed to synthesize it. The reactants are: [C:1]([NH2:9])(=[NH:8])[C:2]1[CH:7]=[CH:6][N:5]=[CH:4][CH:3]=1.C[O:11][C:12]([CH:14]1[C:18](=O)[CH2:17][S:16][CH2:15]1)=O.C(N(C(C)C)CC)(C)C.